Dataset: Full USPTO retrosynthesis dataset with 1.9M reactions from patents (1976-2016). Task: Predict the reactants needed to synthesize the given product. Given the product [OH:1][C:2]1[CH:11]=[CH:10][C:5]2[N:6]([CH2:25][O:24][CH2:23][CH2:22][Si:19]([CH3:21])([CH3:20])[CH3:18])[C:7](=[O:9])[O:8][C:4]=2[CH:3]=1, predict the reactants needed to synthesize it. The reactants are: [OH:1][C:2]1[CH:11]=[CH:10][C:5]2[NH:6][C:7](=[O:9])[O:8][C:4]=2[CH:3]=1.C([O-])([O-])=O.[K+].[K+].[CH3:18][Si:19]([CH2:22][CH2:23][O:24][CH2:25]Cl)([CH3:21])[CH3:20].